Predict the reaction yield, written as a fraction of the theoretical maximum amount of product (1.0 means a 100% yield; for example, 0.34 means a 34% yield). From a dataset of Reaction yield outcomes from USPTO patents with 853,638 reactions. The reactants are [F:1][C:2]([F:15])([F:14])[S:3]([O:6]S(C(F)(F)F)(=O)=O)(=[O:5])=[O:4].[Cl:16][C:17]1[CH:22]=[C:21]([CH:23]([CH3:25])[CH3:24])[CH:20]=[CH:19][C:18]=1O. The catalyst is C(Cl)Cl.N1C=CC=CC=1. The product is [Cl:16][C:17]1[CH:22]=[C:21]([CH:23]([CH3:25])[CH3:24])[CH:20]=[CH:19][C:18]=1[O:6][S:3]([C:2]([F:15])([F:14])[F:1])(=[O:5])=[O:4]. The yield is 0.780.